This data is from Catalyst prediction with 721,799 reactions and 888 catalyst types from USPTO. The task is: Predict which catalyst facilitates the given reaction. (1) Reactant: [C:1]12[C:7](=[CH:8][CH:9]=[CH:10][CH:11]=1)[NH:6]C(=O)[O:4][C:2]2=O.[CH3:13][O:14][C:15]1[CH:21]=[CH:20][C:18]([NH2:19])=[CH:17][CH:16]=1. Product: [NH2:6][C:7]1[CH:8]=[CH:9][CH:10]=[CH:11][C:1]=1[C:2]([NH:19][C:18]1[CH:20]=[CH:21][C:15]([O:14][CH3:13])=[CH:16][CH:17]=1)=[O:4]. The catalyst class is: 11. (2) Reactant: [Cl:1][C:2]1[CH:8]=[CH:7][C:5]([NH2:6])=[CH:4][CH:3]=1.[CH:9]1[CH:14]=[CH:13][C:12]([O:15][C:16](OC2C=CC=CC=2)=[N:17][C:18]#[N:19])=[CH:11][CH:10]=1. Product: [Cl:1][C:2]1[CH:8]=[CH:7][C:5]([NH:6]/[C:16](=[N:17]/[C:18]#[N:19])/[O:15][C:12]2[CH:13]=[CH:14][CH:9]=[CH:10][CH:11]=2)=[CH:4][CH:3]=1. The catalyst class is: 10.